Dataset: Catalyst prediction with 721,799 reactions and 888 catalyst types from USPTO. Task: Predict which catalyst facilitates the given reaction. (1) Reactant: [NH2:1][CH2:2][C:3]1[CH:4]=[C:5]([Br:9])[CH:6]=[CH:7][CH:8]=1.[C:10](O[C:10]([O:12][C:13]([CH3:16])([CH3:15])[CH3:14])=[O:11])([O:12][C:13]([CH3:16])([CH3:15])[CH3:14])=[O:11].[OH-].[Na+]. Product: [C:13]([O:12][C:10](=[O:11])[NH:1][CH2:2][C:3]1[CH:8]=[CH:7][CH:6]=[C:5]([Br:9])[CH:4]=1)([CH3:16])([CH3:15])[CH3:14]. The catalyst class is: 30. (2) Reactant: CC(C)([O-])C.[K+].[OH:7][C@H:8]1[CH2:12][N:11]([C:13]([O:15][C:16]([CH3:19])([CH3:18])[CH3:17])=[O:14])[C@H:10]([C:20]([OH:22])=[O:21])[CH2:9]1.[Br:23][C:24]1[CH:33]=[C:32]2[C:27]([CH:28]=[CH:29][N:30]=[C:31]2Cl)=[CH:26][C:25]=1[O:35][CH3:36]. Product: [Br:23][C:24]1[CH:33]=[C:32]2[C:27]([CH:28]=[CH:29][N:30]=[C:31]2[O:7][C@H:8]2[CH2:12][N:11]([C:13]([O:15][C:16]([CH3:17])([CH3:18])[CH3:19])=[O:14])[C@H:10]([C:20]([OH:22])=[O:21])[CH2:9]2)=[CH:26][C:25]=1[O:35][CH3:36]. The catalyst class is: 16.